This data is from Forward reaction prediction with 1.9M reactions from USPTO patents (1976-2016). The task is: Predict the product of the given reaction. (1) The product is: [CH3:21][O:20][CH2:19][CH2:18][N:7]1[C:8]2[C:13](=[C:12]([C:14]([F:17])([F:16])[F:15])[CH:11]=[CH:10][CH:9]=2)[C:5]([C:3]([OH:4])=[O:24])=[CH:6]1. Given the reactants FC(F)(F)[C:3]([C:5]1[C:13]2[C:8](=[CH:9][CH:10]=[CH:11][C:12]=2[C:14]([F:17])([F:16])[F:15])[N:7]([CH2:18][CH2:19][O:20][CH3:21])[CH:6]=1)=[O:4].[OH-:24].[Na+], predict the reaction product. (2) Given the reactants [F:1][C:2]1[CH:11]=[C:10]2[C:5]([C:6](=O)[NH:7][C:8]([N:12]3[CH:16]=[C:15]([C:17]([O:19]CC)=[O:18])[CH:14]=[N:13]3)=[N:9]2)=[CH:4][C:3]=1[C:23]1[CH:28]=[CH:27][CH:26]=[CH:25][C:24]=1[CH3:29].[CH3:30][NH:31][CH3:32], predict the reaction product. The product is: [CH3:30][N:31]([CH3:32])[C:6]1[C:5]2[C:10](=[CH:11][C:2]([F:1])=[C:3]([C:23]3[CH:28]=[CH:27][CH:26]=[CH:25][C:24]=3[CH3:29])[CH:4]=2)[N:9]=[C:8]([N:12]2[CH:16]=[C:15]([C:17]([OH:19])=[O:18])[CH:14]=[N:13]2)[N:7]=1. (3) Given the reactants Cl[CH2:2][CH2:3][CH2:4][O:5][C:6]1[C:15]2[C:10](=[CH:11][CH:12]=[CH:13][CH:14]=2)[C:9]([NH:16][C:17](=[O:31])[C:18]2[CH:23]=[C:22]([N:24]3[CH2:29][CH2:28][CH2:27][CH2:26][CH2:25]3)[CH:21]=[C:20]([F:30])[CH:19]=2)=[CH:8][CH:7]=1.[NH:32]1[CH2:37][CH2:36][NH:35][CH2:34][C:33]1=[O:38], predict the reaction product. The product is: [F:30][C:20]1[CH:19]=[C:18]([CH:23]=[C:22]([N:24]2[CH2:29][CH2:28][CH2:27][CH2:26][CH2:25]2)[CH:21]=1)[C:17]([NH:16][C:9]1[C:10]2[C:15](=[CH:14][CH:13]=[CH:12][CH:11]=2)[C:6]([O:5][CH2:4][CH2:3][CH2:2][N:35]2[CH2:36][CH2:37][NH:32][C:33](=[O:38])[CH2:34]2)=[CH:7][CH:8]=1)=[O:31]. (4) Given the reactants [N+:1]([C:4]1[CH:9]=[CH:8][C:7]([O:10][CH3:11])=[C:6]([O:12][C:13]([F:16])([F:15])[F:14])[CH:5]=1)([O-])=O.Cl, predict the reaction product. The product is: [NH2:1][C:4]1[CH:9]=[CH:8][C:7]([O:10][CH3:11])=[C:6]([O:12][C:13]([F:14])([F:15])[F:16])[CH:5]=1. (5) Given the reactants [Cl:1][C:2]1[CH:3]=[CH:4][C:5]([I:10])=[C:6]([CH2:8]O)[CH:7]=1.C(Cl)[Cl:12], predict the reaction product. The product is: [Cl:1][C:2]1[CH:3]=[CH:4][C:5]([I:10])=[C:6]([CH2:8][Cl:12])[CH:7]=1. (6) Given the reactants [NH2:1][C@@H:2]([CH2:14][N:15]([CH3:17])[CH3:16])[CH2:3][C:4]([O:6][CH2:7][C:8]1[CH:13]=[CH:12][CH:11]=[CH:10][CH:9]=1)=[O:5].[CH2:18]([C:28]1[CH:33]=[CH:32][C:31]([S:34](Cl)(=[O:36])=[O:35])=[CH:30][CH:29]=1)[CH2:19][CH2:20][CH2:21][CH2:22][CH2:23][CH2:24][CH2:25][CH2:26][CH3:27], predict the reaction product. The product is: [CH2:18]([C:28]1[CH:29]=[CH:30][C:31]([S:34]([NH:1][C@@H:2]([CH2:14][N:15]([CH3:16])[CH3:17])[CH2:3][C:4]([O:6][CH2:7][C:8]2[CH:13]=[CH:12][CH:11]=[CH:10][CH:9]=2)=[O:5])(=[O:36])=[O:35])=[CH:32][CH:33]=1)[CH2:19][CH2:20][CH2:21][CH2:22][CH2:23][CH2:24][CH2:25][CH2:26][CH3:27].